From a dataset of Catalyst prediction with 721,799 reactions and 888 catalyst types from USPTO. Predict which catalyst facilitates the given reaction. Reactant: N(C(OCC)=O)=NC(OCC)=O.C1(C)C=CC=CC=1.C(OC(N[CH2:27][C@H:28]1[O:35][C@H:32]([O:33][CH3:34])[C@H:31](O)[C@@H:30]([OH:37])[CH2:29]1)=O)C=C.C1(P(C2C=CC=CC=2)C2C=CC=CC=2)C=CC=CC=1. Product: [O:33]([CH3:34])[C@H:32]1[O:35][C@H:28]([CH3:27])[CH2:29][C@H:30]2[O:37][C@@H:31]12. The catalyst class is: 48.